Dataset: Full USPTO retrosynthesis dataset with 1.9M reactions from patents (1976-2016). Task: Predict the reactants needed to synthesize the given product. Given the product [Cl:30][C:26]1[CH:25]=[CH:24][C:23]([O:22][CH3:21])=[CH:28][C:27]=1[O:29][C:2]1[C:7]([C:8]([O:10][CH2:11][CH3:12])=[O:9])=[CH:6][N:5]=[C:4]([C:13]2[CH:18]=[C:17]([F:19])[CH:16]=[C:15]([F:20])[CH:14]=2)[CH:3]=1, predict the reactants needed to synthesize it. The reactants are: Cl[C:2]1[C:7]([C:8]([O:10][CH2:11][CH3:12])=[O:9])=[CH:6][N:5]=[C:4]([C:13]2[CH:18]=[C:17]([F:19])[CH:16]=[C:15]([F:20])[CH:14]=2)[CH:3]=1.[CH3:21][O:22][C:23]1[CH:24]=[CH:25][C:26]([Cl:30])=[C:27]([OH:29])[CH:28]=1.